From a dataset of Reaction yield outcomes from USPTO patents with 853,638 reactions. Predict the reaction yield, written as a fraction of the theoretical maximum amount of product (1.0 means a 100% yield; for example, 0.34 means a 34% yield). (1) The reactants are Cl[C:2]1[CH:3]=[C:4]([CH:9]=[CH:10][N:11]=1)[C:5]([O:7][CH3:8])=[O:6].C(=O)([O-])[O-].[K+].[K+].[F:18][C:19]1[CH:20]=[C:21](B2OC(C)(C)C(C)(C)O2)[CH:22]=[CH:23][C:24]=1[C:25]([F:28])([F:27])[F:26]. The catalyst is CO.Cl[Pd]Cl. The product is [F:18][C:19]1[CH:20]=[C:21]([C:2]2[CH:3]=[C:4]([CH:9]=[CH:10][N:11]=2)[C:5]([O:7][CH3:8])=[O:6])[CH:22]=[CH:23][C:24]=1[C:25]([F:26])([F:27])[F:28]. The yield is 0.760. (2) The reactants are [NH:1]1[CH:5]=[N:4][CH:3]=[N:2]1.O=P(Cl)(Cl)Cl.[I:11][C:12]1[N:13]=[C:14]([C@H:22]2[CH2:27][CH2:26][C@H:25]([C:28]([O:30][CH3:31])=[O:29])[CH2:24][CH2:23]2)[N:15]2[C:20]=1C(=O)NC=N2. The catalyst is N1C=CC=CC=1. The product is [NH2:1][C:5]1[C:20]2=[C:12]([I:11])[N:13]=[C:14]([C@H:22]3[CH2:23][CH2:24][C@H:25]([C:28]([O:30][CH3:31])=[O:29])[CH2:26][CH2:27]3)[N:15]2[N:2]=[CH:3][N:4]=1. The yield is 0.760.